From a dataset of Catalyst prediction with 721,799 reactions and 888 catalyst types from USPTO. Predict which catalyst facilitates the given reaction. (1) Reactant: [C:1]([C@@H:3]1[CH2:8][CH2:7][N:6]([C:9]([O:11][CH2:12][CH3:13])=[O:10])[CH2:5][C@H:4]1[O:14][CH2:15][CH3:16])#[N:2].N.[H][H]. Product: [NH2:2][CH2:1][C@@H:3]1[CH2:8][CH2:7][N:6]([C:9]([O:11][CH2:12][CH3:13])=[O:10])[CH2:5][C@H:4]1[O:14][CH2:15][CH3:16]. The catalyst class is: 94. (2) Reactant: [C:1]([OH:10])(=[O:9])[C:2]1[C:3](=[CH:5][CH:6]=[CH:7][CH:8]=1)[OH:4].[H-].[Na+].[CH2:13](Br)[C:14]1[CH:19]=[CH:18][CH:17]=[CH:16][CH:15]=1. Product: [CH2:13]([O:9][C:1](=[O:10])[C:2]1[CH:8]=[CH:7][CH:6]=[CH:5][C:3]=1[O:4][CH2:1][C:2]1[CH:3]=[CH:5][CH:6]=[CH:7][CH:8]=1)[C:14]1[CH:19]=[CH:18][CH:17]=[CH:16][CH:15]=1. The catalyst class is: 42. (3) Reactant: [CH3:1][O:2][C:3](=[O:14])[C:4]1[CH:9]=[CH:8][C:7](Br)=[CH:6][C:5]=1[N+]([O-])=O.C([Sn](CCCC)(CCCC)[CH:20]=[CH:21][O:22][CH2:23][CH3:24])CCC.O.CCOC(C)=O. Product: [CH3:1][O:2][C:3](=[O:14])[C:4]1[CH:9]=[CH:8][C:7]([C:21]([O:22][CH2:23][CH3:24])=[CH2:20])=[CH:6][CH:5]=1. The catalyst class is: 12. (4) Reactant: C[O:2][C:3]1([O:50]C)[C:11](=[O:12])[C:10]2[C:5](=[CH:6][CH:7]=[C:8]([C:13]3[CH:18]=[C:17]([C:19]4[CH:20]=[C:21]5[C:25](=[CH:26][CH:27]=4)[C:24](=[O:28])[C:23]([O:31]C)([O:29]C)[C:22]5=[O:33])[CH:16]=[C:15]([C:34]4[CH:35]=[C:36]5[C:40](=[CH:41][CH:42]=4)[C:39](=[O:43])[C:38]([O:46]C)([O:44]C)[C:37]5=[O:48])[CH:14]=3)[CH:9]=2)[C:4]1=[O:49].C(O)(=O)C.Br. Product: [OH:31][C:23]1([OH:29])[C:22](=[O:33])[C:21]2[C:25](=[CH:26][CH:27]=[C:19]([C:17]3[CH:16]=[C:15]([C:34]4[CH:35]=[C:36]5[C:40](=[CH:41][CH:42]=4)[C:39](=[O:43])[C:38]([OH:46])([OH:44])[C:37]5=[O:48])[CH:14]=[C:13]([C:8]4[CH:9]=[C:10]5[C:5](=[CH:6][CH:7]=4)[C:4](=[O:49])[C:3]([OH:50])([OH:2])[C:11]5=[O:12])[CH:18]=3)[CH:20]=2)[C:24]1=[O:28]. The catalyst class is: 6. (5) Reactant: [CH2:1]([O:8][C:9](=[O:24])[NH:10][C:11]1[CH:12]=[C:13]2[C:18](=[CH:19][C:20]=1[O:21][CH3:22])[N:17]=[CH:16][CH:15]=[C:14]2Cl)[C:2]1[CH:7]=[CH:6][CH:5]=[CH:4][CH:3]=1.[F:25][C:26]1[CH:27]=[C:28]([OH:35])[CH:29]=[CH:30][C:31]=1[N+:32]([O-:34])=[O:33].C(N(CC)C(C)C)(C)C.C(=O)(O)[O-].[Na+]. Product: [CH2:1]([O:8][C:9](=[O:24])[NH:10][C:11]1[CH:12]=[C:13]2[C:18](=[CH:19][C:20]=1[O:21][CH3:22])[N:17]=[CH:16][CH:15]=[C:14]2[O:35][C:28]1[CH:29]=[CH:30][C:31]([N+:32]([O-:34])=[O:33])=[C:26]([F:25])[CH:27]=1)[C:2]1[CH:7]=[CH:6][CH:5]=[CH:4][CH:3]=1. The catalyst class is: 60. (6) Reactant: [CH3:1][C:2]1[CH:19]=[CH:18][CH:17]=[C:16]([CH3:20])[C:3]=1[CH2:4][N:5]1C(=O)C2=CC=CC=C2C1=O.O.NN.Cl.O. Product: [CH3:1][C:2]1[CH:19]=[CH:18][CH:17]=[C:16]([CH3:20])[C:3]=1[CH2:4][NH2:5]. The catalyst class is: 8.